From a dataset of Catalyst prediction with 721,799 reactions and 888 catalyst types from USPTO. Predict which catalyst facilitates the given reaction. (1) Reactant: [CH3:1][C:2]1[CH:7]=[C:6]([C:8]2[CH:13]=[CH:12][C:11]([CH2:14][C:15]([OH:17])=O)=[CH:10][CH:9]=2)[CH:5]=[CH:4][N:3]=1.[C:18]1([C:24]2[CH:25]=[CH:26][C:27]([NH2:30])=[N:28][CH:29]=2)[CH:23]=[CH:22][CH:21]=[CH:20][CH:19]=1.F[P-](F)(F)(F)(F)F.N1(OC(N(C)C)=[N+](C)C)C2N=CC=CC=2N=N1.C(N(CC)C(C)C)(C)C. Product: [CH3:1][C:2]1[CH:7]=[C:6]([C:8]2[CH:9]=[CH:10][C:11]([CH2:14][C:15]([NH:30][C:27]3[CH:26]=[CH:25][C:24]([C:18]4[CH:23]=[CH:22][CH:21]=[CH:20][CH:19]=4)=[CH:29][N:28]=3)=[O:17])=[CH:12][CH:13]=2)[CH:5]=[CH:4][N:3]=1. The catalyst class is: 3. (2) Reactant: [I-:1].[Na+].[OH-].[Na+].[Br:5][C:6]1[CH:11]=[CH:10][CH:9]=[CH:8][C:7]=1[OH:12].[O-]Cl.[Na+].S([O-])([O-])(=O)=S.[Na+].[Na+].Cl. Product: [Br:5][C:6]1[CH:11]=[C:10]([I:1])[CH:9]=[CH:8][C:7]=1[OH:12]. The catalyst class is: 5. (3) Reactant: [CH2:1]([NH:8][C:9]1[C:10]2[N:11]([CH:26]=[CH:27][C:28]=2Cl)[N:12]=[C:13]([C:15]2[CH:16]=[C:17]([NH:21][S:22]([CH3:25])(=[O:24])=[O:23])[CH:18]=[N:19][CH:20]=2)[CH:14]=1)[C:2]1[CH:7]=[CH:6][CH:5]=[CH:4][CH:3]=1.[C:30]1(B(O)O)[CH:35]=[CH:34][CH:33]=[CH:32][CH:31]=1.C1(P(C2CCCCC2)C2C=CC=CC=2C2C(C(C)C)=CC(C(C)C)=CC=2C(C)C)CCCCC1.C([O-])([O-])=O.[K+].[K+].C(NC1C2N(C=CC=2C2C=CC=CC=2)N=C(C2C=C(S(NC(C)(C)C)(=O)=O)C=NC=2)C=1)C1C=CC=CC=1. Product: [CH2:1]([NH:8][C:9]1[C:10]2[N:11]([CH:26]=[CH:27][C:28]=2[C:30]2[CH:35]=[CH:34][CH:33]=[CH:32][CH:31]=2)[N:12]=[C:13]([C:15]2[CH:16]=[C:17]([NH:21][S:22]([CH3:25])(=[O:24])=[O:23])[CH:18]=[N:19][CH:20]=2)[CH:14]=1)[C:2]1[CH:7]=[CH:6][CH:5]=[CH:4][CH:3]=1. The catalyst class is: 318. (4) Reactant: [Cl:1][C:2]1[CH:30]=[CH:29][C:5]([C:6]([NH:8][C:9]2[CH:10]=[N:11][C:12]([CH:15]3[CH2:19][CH2:18][N:17](CC4C=CC(OC)=CC=4)[CH2:16]3)=[CH:13][CH:14]=2)=[O:7])=[CH:4][CH:3]=1.N1C=CC=CC=1.ClC(Cl)(OC(=O)OC(Cl)(Cl)Cl)Cl. Product: [Cl:1][C:2]1[CH:3]=[CH:4][C:5]([C:6]([NH:8][C:9]2[CH:10]=[N:11][C:12]([CH:15]3[CH2:19][CH2:18][NH:17][CH2:16]3)=[CH:13][CH:14]=2)=[O:7])=[CH:29][CH:30]=1. The catalyst class is: 4. (5) Reactant: C([O:8][C:9]1[C:10](=[O:73])[N:11]([CH3:72])[C:12]([CH3:71])=[N:13][C:14]=1[C:15]([NH:17][CH2:18][CH2:19][N:20]([CH2:49][CH2:50][NH:51][C:52]([C:54]1[N:59]=[C:58]([CH3:60])[N:57]([CH3:61])[C:56](=[O:62])[C:55]=1[O:63]CC1C=CC=CC=1)=[O:53])[CH2:21][CH:22]([NH:29][C:30]([C:32]1[N:37]=[C:36]([CH3:38])[N:35]([CH3:39])[C:34](=[O:40])[C:33]=1[O:41]CC1C=CC=CC=1)=[O:31])[CH2:23][CH2:24][CH2:25][C:26]([OH:28])=[O:27])=[O:16])C1C=CC=CC=1.Cl. Product: [OH:63][C:55]1[C:56](=[O:62])[N:57]([CH3:61])[C:58]([CH3:60])=[N:59][C:54]=1[C:52]([NH:51][CH2:50][CH2:49][N:20]([CH2:19][CH2:18][NH:17][C:15]([C:14]1[N:13]=[C:12]([CH3:71])[N:11]([CH3:72])[C:10](=[O:73])[C:9]=1[OH:8])=[O:16])[CH2:21][CH:22]([NH:29][C:30]([C:32]1[N:37]=[C:36]([CH3:38])[N:35]([CH3:39])[C:34](=[O:40])[C:33]=1[OH:41])=[O:31])[CH2:23][CH2:24][CH2:25][C:26]([OH:28])=[O:27])=[O:53]. The catalyst class is: 15. (6) Reactant: C([O:3][C:4]([C:6]1[S:10][C:9]([C:11]2[CH:16]=[CH:15][C:14]([O:17][CH2:18][CH:19](C)C)=[C:13]([C:22]#[N:23])[CH:12]=2)=[N:8][C:7]=1[CH3:24])=[O:5])C.N([O-])=O.[Na+].Cl.[C:30]([Cu])#N.[C-]#N.[K+].[OH-].[Na+]. Product: [C:22]([C:13]1[CH:12]=[C:11]([C:9]2[S:10][C:6]([C:4]([OH:3])=[O:5])=[C:7]([CH3:24])[N:8]=2)[CH:16]=[CH:15][C:14]=1[O:17][CH:18]([CH3:19])[CH3:30])#[N:23]. The catalyst class is: 20. (7) Reactant: [NH2:1]/[C:2](/[C:7]#[N:8])=[C:3](\[NH2:6])/[C:4]#[N:5].S(=O)(=O)(O)O.[CH3:14][C:15]1[CH:22]=[CH:21][C:18]([CH:19]=O)=[CH:17][CH:16]=1. Product: [NH2:6][C:3](=[C:2]([N:1]=[CH:14][C:15]1[CH:22]=[CH:21][C:18]([CH3:19])=[CH:17][CH:16]=1)[C:7]#[N:8])[C:4]#[N:5]. The catalyst class is: 7. (8) Reactant: [C:1]([O:5][C:6](=[O:20])[NH:7][C@@H:8]1[C:14](=[O:15])[NH:13][C:12]2[CH:16]=[CH:17][CH:18]=[CH:19][C:11]=2[NH:10][CH2:9]1)([CH3:4])([CH3:3])[CH3:2].[C:21]([C:24]1[CH:32]=[CH:31][C:27]([C:28](O)=[O:29])=[CH:26][CH:25]=1)(=[O:23])[CH3:22].O=P(Cl)(Cl)Cl.O. Product: [C:21]([C:24]1[CH:32]=[CH:31][C:27]([C:28]([N:10]2[CH2:9][C@H:8]([NH:7][C:6](=[O:20])[O:5][C:1]([CH3:4])([CH3:2])[CH3:3])[C:14](=[O:15])[NH:13][C:12]3[CH:16]=[CH:17][CH:18]=[CH:19][C:11]2=3)=[O:29])=[CH:26][CH:25]=1)(=[O:23])[CH3:22]. The catalyst class is: 17. (9) Reactant: C(OC([N:8]1[C:12]2[CH:13]=[CH:14][CH:15]=[CH:16][C:11]=2[N:10]=[C:9]1[CH2:17][NH:18][CH:19]1[C:28]2[N:27]=[CH:26][CH:25]=[CH:24][C:23]=2[CH2:22][CH2:21][CH2:20]1)=O)(C)(C)C.C(N(CC)C(C)C)(C)C.Br[CH2:39][C:40]1[CH:45]=[CH:44][C:43]([C:46]2[CH:51]=[CH:50][CH:49]=[CH:48][C:47]=2[C:52]#[N:53])=[CH:42][CH:41]=1. Product: [NH2:53][CH2:52][C:47]1[CH:48]=[CH:49][CH:50]=[CH:51][C:46]=1[C:43]1[CH:44]=[CH:45][C:40]([CH2:39][N:18]([CH2:17][C:9]2[NH:8][C:12]3[CH:13]=[CH:14][CH:15]=[CH:16][C:11]=3[N:10]=2)[CH:19]2[C:28]3[N:27]=[CH:26][CH:25]=[CH:24][C:23]=3[CH2:22][CH2:21][CH2:20]2)=[CH:41][CH:42]=1. The catalyst class is: 23. (10) Reactant: C([O:3][C:4](=O)[CH2:5][C:6]([C@H:8]1[CH2:13][CH2:12][N:11]([C:14]([O:16][CH3:17])=[O:15])[C@@H:10]([C:18]2[CH:23]=[C:22]([F:24])[C:21]([F:25])=[C:20]([F:26])[CH:19]=2)[CH2:9]1)=[O:7])C.[OH-].[Na+].[NH2:30]O.Cl. Product: [O:3]=[C:4]1[CH:5]=[C:6]([C@H:8]2[CH2:13][CH2:12][N:11]([C:14]([O:16][CH3:17])=[O:15])[C@@H:10]([C:18]3[CH:23]=[C:22]([F:24])[C:21]([F:25])=[C:20]([F:26])[CH:19]=3)[CH2:9]2)[O:7][NH:30]1. The catalyst class is: 5.